From a dataset of Catalyst prediction with 721,799 reactions and 888 catalyst types from USPTO. Predict which catalyst facilitates the given reaction. (1) Reactant: [Cl:1][C:2]1[CH:7]=[CH:6][CH:5]=[CH:4][C:3]=1[S:8]([N:11]1[C:19]2[C:14](=[CH:15][CH:16]=[CH:17][CH:18]=2)[C:13]([C:20]2[N:24]([CH2:25][CH:26]3[CH2:31][CH2:30][CH2:29][CH2:28][CH2:27]3)[C:23]([CH3:32])=[C:22]([S:33]([NH:36]C(=O)OCCCC)(=[O:35])=[O:34])[CH:21]=2)=[CH:12]1)(=[O:10])=[O:9]. Product: [Cl:1][C:2]1[CH:7]=[CH:6][CH:5]=[CH:4][C:3]=1[S:8]([N:11]1[C:19]2[C:14](=[CH:15][CH:16]=[CH:17][CH:18]=2)[C:13]([C:20]2[N:24]([CH2:25][CH:26]3[CH2:31][CH2:30][CH2:29][CH2:28][CH2:27]3)[C:23]([CH3:32])=[C:22]([S:33]([NH2:36])(=[O:34])=[O:35])[CH:21]=2)=[CH:12]1)(=[O:9])=[O:10]. The catalyst class is: 240. (2) Reactant: [CH3:1][S:2]([Cl:5])(=[O:4])=[O:3].[OH:6][CH2:7][C:8]1[CH:13]=[CH:12][C:11]([C:14](=[O:35])/[CH:15]=[CH:16]/[C:17]2[CH:22]=[CH:21][C:20](/[CH:23]=[CH:24]/[C:25]([NH:27][O:28][CH:29]3[CH2:34][CH2:33][CH2:32][CH2:31][O:30]3)=[O:26])=[CH:19][CH:18]=2)=[CH:10][CH:9]=1.C([O-])(O)=O.[Na+]. Product: [O:30]1[CH2:31][CH2:32][CH2:33][CH2:34][CH:29]1[O:28][NH:27][C:25](/[CH:24]=[CH:23]/[C:20]1[CH:21]=[CH:22][C:17](/[CH:16]=[CH:15]/[C:14]([C:11]2[CH:10]=[CH:9][C:8]([CH2:7][O:6][S:2]([CH3:1])(=[O:4])=[O:3])=[CH:13][CH:12]=2)=[O:35])=[CH:18][CH:19]=1)=[O:26].[Cl:5][CH2:7][C:8]1[CH:13]=[CH:12][C:11]([C:14](=[O:35])/[CH:15]=[CH:16]/[C:17]2[CH:22]=[CH:21][C:20](/[CH:23]=[CH:24]/[C:25]([NH:27][O:28][CH:29]3[CH2:34][CH2:33][CH2:32][CH2:31][O:30]3)=[O:26])=[CH:19][CH:18]=2)=[CH:10][CH:9]=1. The catalyst class is: 606.